From a dataset of Full USPTO retrosynthesis dataset with 1.9M reactions from patents (1976-2016). Predict the reactants needed to synthesize the given product. (1) Given the product [C:5]([O:4][NH:24][C:10](=[NH:9])[CH2:11][C:12]1[C:17]([C:18]2[CH:23]=[CH:22][CH:21]=[CH:20][CH:19]=2)=[CH:16][CH:15]=[CH:14][N:13]=1)(=[O:6])[CH3:7], predict the reactants needed to synthesize it. The reactants are: CC([O:4][C:5]([CH3:7])=[O:6])=O.O[NH:9][C:10](=[NH:24])[CH2:11][C:12]1[C:17]([C:18]2[CH:23]=[CH:22][CH:21]=[CH:20][CH:19]=2)=[CH:16][CH:15]=[CH:14][N:13]=1.C(OCC)(=O)C. (2) Given the product [Br:1][C:2]1[CH:3]=[CH:4][C:5]([N:8]2[CH2:12][CH2:11][CH:10]([NH:13][CH2:15][CH3:16])[CH2:9]2)=[N:6][CH:7]=1, predict the reactants needed to synthesize it. The reactants are: [Br:1][C:2]1[CH:3]=[CH:4][C:5]([N:8]2[CH2:12][CH2:11][CH:10]([N:13]([CH3:15])C)[CH2:9]2)=[N:6][CH:7]=1.[CH3:16]S(OC1CCN(C2C=CC(Br)=CN=2)C1)(=O)=O.C(N)C.CCN(C(C)C)C(C)C. (3) The reactants are: [F:1][CH2:2][C:3]1[N:8]=[C:7]([C:9]#[C:10][CH2:11][CH2:12][NH2:13])[CH:6]=[CH:5][CH:4]=1.[Cl:14][C:15]1[CH:23]=[CH:22][CH:21]=[CH:20][C:16]=1[C:17](Cl)=[O:18]. Given the product [Cl:14][C:15]1[CH:23]=[CH:22][CH:21]=[CH:20][C:16]=1[C:17]([NH:13][CH2:12][CH2:11][C:10]#[C:9][C:7]1[CH:6]=[CH:5][CH:4]=[C:3]([CH2:2][F:1])[N:8]=1)=[O:18], predict the reactants needed to synthesize it. (4) The reactants are: N[C:2]1[N:7]=[CH:6][C:5]([C:8]2[N:9]=[N:10][N:11]([CH2:13][C:14]([O:16][CH2:17][CH3:18])=[O:15])[N:12]=2)=[CH:4][N:3]=1.[Sb](Cl)(Cl)[Cl:20].N(OC(C)(C)C)=O. Given the product [Cl:20][C:2]1[N:7]=[CH:6][C:5]([C:8]2[N:9]=[N:10][N:11]([CH2:13][C:14]([O:16][CH2:17][CH3:18])=[O:15])[N:12]=2)=[CH:4][N:3]=1, predict the reactants needed to synthesize it. (5) Given the product [CH2:7]([N:14]1[CH:18]=[C:17]([CH2:19][CH2:20][CH2:21][OH:22])[C:16]([CH:26]([CH3:28])[CH3:27])=[N:15]1)[C:8]1[CH:9]=[CH:10][CH:11]=[CH:12][CH:13]=1, predict the reactants needed to synthesize it. The reactants are: [H-].[Al+3].[Li+].[H-].[H-].[H-].[CH2:7]([N:14]1[CH:18]=[C:17]([CH2:19][CH2:20][C:21](OCC)=[O:22])[C:16]([CH:26]([CH3:28])[CH3:27])=[N:15]1)[C:8]1[CH:13]=[CH:12][CH:11]=[CH:10][CH:9]=1.CC(C)=O. (6) Given the product [Br:1][C:2]1[CH:3]=[C:4]2[C:9](=[CH:10][CH:11]=1)[CH:8]=[C:7]([O:12][C:15]1[C:14]([Cl:13])=[CH:32][C:18]3[CH:19]=[C:20]([C:27]([OH:29])=[O:28])[CH:21]([C:23]([F:25])([F:26])[F:24])[O:22][C:17]=3[CH:16]=1)[CH:6]=[CH:5]2, predict the reactants needed to synthesize it. The reactants are: [Br:1][C:2]1[CH:3]=[C:4]2[C:9](=[CH:10][CH:11]=1)[CH:8]=[C:7]([OH:12])[CH:6]=[CH:5]2.[Cl:13][C:14]1[C:15](F)=[CH:16][C:17]2[O:22][CH:21]([C:23]([F:26])([F:25])[F:24])[C:20]([C:27]([O:29]CC)=[O:28])=[CH:19][C:18]=2[CH:32]=1. (7) Given the product [C:1]1([C@@H:7]([NH:9][C:10](=[O:38])[CH2:11][C@H:12]([OH:37])[CH2:13][C@H:14]([OH:36])/[CH:15]=[CH:16]/[C:17]2[N:18]([CH:33]([CH3:35])[CH3:34])[C:19]3[C:24]([C:25]=2[C:26]2[CH:27]=[CH:28][C:29]([F:32])=[CH:30][CH:31]=2)=[CH:23][CH:22]=[CH:21][CH:20]=3)[CH3:8])[CH:2]=[CH:3][CH:4]=[CH:5][CH:6]=1, predict the reactants needed to synthesize it. The reactants are: [C:1]1([C@@H:7]([NH:9][C:10](=[O:38])[CH2:11][C@H:12]([OH:37])[CH2:13][C:14](=[O:36])/[CH:15]=[CH:16]/[C:17]2[N:18]([CH:33]([CH3:35])[CH3:34])[C:19]3[C:24]([C:25]=2[C:26]2[CH:31]=[CH:30][C:29]([F:32])=[CH:28][CH:27]=2)=[CH:23][CH:22]=[CH:21][CH:20]=3)[CH3:8])[CH:6]=[CH:5][CH:4]=[CH:3][CH:2]=1.C1([C@@H](NC(=O)C[C@H](O)C[C@H](O)/C=C/C2C(C3CC3)=NC3C(C=2C2C=CC(F)=CC=2)=CC=CC=3)C)C=CC=CC=1.C1([C@@H](NC(=O)CC(O)CC(O)C=CC2N(C(C)C)C3C(C=2C2C=CC(F)=CC=2)=CC=CC=3)C)C=CC=CC=1.[K+].[Br-]. (8) Given the product [Cl:1][C:2]1[CH:7]=[C:6]([CH:5]=[C:4]([Cl:11])[C:3]=1[CH:12]1[CH2:13][CH2:14]1)[NH2:8], predict the reactants needed to synthesize it. The reactants are: [Cl:1][C:2]1[CH:7]=[C:6]([N+:8]([O-])=O)[CH:5]=[C:4]([Cl:11])[C:3]=1[CH:12]1[CH2:14][CH2:13]1.O.[Cl-].[NH4+].C(=O)([O-])[O-].[Na+].[Na+].